From a dataset of Reaction yield outcomes from USPTO patents with 853,638 reactions. Predict the reaction yield, written as a fraction of the theoretical maximum amount of product (1.0 means a 100% yield; for example, 0.34 means a 34% yield). (1) The reactants are C(N(CC)CC)C.[F:8][C:9]1[CH:10]=[C:11]([CH:17]([CH3:22])[C:18]([O:20][CH3:21])=[O:19])[CH:12]=[C:13]([F:16])[C:14]=1[OH:15].[F:23][C:24]([F:37])([F:36])[S:25](O[S:25]([C:24]([F:37])([F:36])[F:23])(=[O:27])=[O:26])(=[O:27])=[O:26]. The catalyst is C(Cl)Cl.O. The product is [F:8][C:9]1[CH:10]=[C:11]([CH:17]([CH3:22])[C:18]([O:20][CH3:21])=[O:19])[CH:12]=[C:13]([F:16])[C:14]=1[O:15][S:25]([C:24]([F:37])([F:36])[F:23])(=[O:27])=[O:26]. The yield is 0.780. (2) The reactants are [C:1]([O:5][C:6]([C@H:8]1[CH2:10][C@H:9]1[CH:11]=[CH:12][C:13]([O:15][CH2:16][CH3:17])=[O:14])=[O:7])([CH3:4])([CH3:3])[CH3:2].[CH3:18]N(C)C(=N)N(C)C.[N+:26]([CH3:29])([O-:28])=[O:27]. No catalyst specified. The product is [C:1]([O:5][C:6]([C@H:8]1[CH2:10][C@H:9]1[CH:11]([CH2:18][CH2:29][N+:26]([O-:28])=[O:27])[CH2:12][C:13]([O:15][CH2:16][CH3:17])=[O:14])=[O:7])([CH3:4])([CH3:3])[CH3:2]. The yield is 0.859. (3) The reactants are [C:1]([C:3]1[CH:8]=[CH:7][C:6]([N:9]2[C:13](=[O:14])[C:12]([CH3:16])([CH3:15])[N:11]([CH2:17][CH2:18][CH2:19][C:20]([OH:22])=O)[C:10]2=[S:23])=[CH:5][C:4]=1[C:24]([F:27])([F:26])[F:25])#[N:2].C(Cl)CCl.C1C=CC2N(O)N=NC=2C=1.[C:42]12([CH2:52][C:53]([NH:55][CH2:56][CH2:57][O:58][CH2:59][CH2:60][NH2:61])=[O:54])[CH2:51][CH:46]3[CH2:47][CH:48]([CH2:50][CH:44]([CH2:45]3)[CH2:43]1)[CH2:49]2. The catalyst is ClCCl. The product is [C:42]12([CH2:52][C:53]([NH:55][CH2:56][CH2:57][O:58][CH2:59][CH2:60][NH:61][C:20](=[O:22])[CH2:19][CH2:18][CH2:17][N:11]3[C:12]([CH3:15])([CH3:16])[C:13](=[O:14])[N:9]([C:6]4[CH:7]=[CH:8][C:3]([C:1]#[N:2])=[C:4]([C:24]([F:27])([F:25])[F:26])[CH:5]=4)[C:10]3=[S:23])=[O:54])[CH2:49][CH:48]3[CH2:47][CH:46]([CH2:45][CH:44]([CH2:50]3)[CH2:43]1)[CH2:51]2. The yield is 0.480. (4) The reactants are C(N(CC)C(C)C)(C)C.[Br:10][C:11]1[N:31]=[CH:30][C:14]2[NH:15][C@@H:16]([CH3:29])[CH2:17][N:18]([S:19]([C:22]3[CH:28]=[CH:27][C:25]([CH3:26])=[CH:24][CH:23]=3)(=[O:21])=[O:20])[C:13]=2[CH:12]=1.[C:32](Cl)(=[O:34])[CH3:33]. The catalyst is ClCCl. The product is [Br:10][C:11]1[N:31]=[CH:30][C:14]2[N:15]([C:32](=[O:34])[CH3:33])[C@@H:16]([CH3:29])[CH2:17][N:18]([S:19]([C:22]3[CH:23]=[CH:24][C:25]([CH3:26])=[CH:27][CH:28]=3)(=[O:21])=[O:20])[C:13]=2[CH:12]=1. The yield is 0.690. (5) The yield is 0.589. The reactants are C1(P(C2C=CC=CC=2)C2C=CC=CC=2)C=CC=CC=1.BrN1C(=O)CCC1=O.[Cl:28][C:29]1[CH:30]=[C:31]([C@@H:39]([CH2:43][CH:44]2[CH2:48][CH2:47][CH2:46][CH2:45]2)[C:40]([OH:42])=O)[CH:32]=[CH:33][C:34]=1[S:35]([CH3:38])(=[O:37])=[O:36].[S:49]1[CH:53]=[CH:52][CH:51]=[C:50]1[C:54]1[N:55]=[CH:56][C:57]([NH2:60])=[N:58][CH:59]=1.N1C=CC=CC=1. The catalyst is C(Cl)Cl. The product is [Cl:28][C:29]1[CH:30]=[C:31]([C@@H:39]([CH2:43][CH:44]2[CH2:48][CH2:47][CH2:46][CH2:45]2)[C:40]([NH:60][C:57]2[CH:56]=[N:55][C:54]([C:50]3[S:49][CH:53]=[CH:52][CH:51]=3)=[CH:59][N:58]=2)=[O:42])[CH:32]=[CH:33][C:34]=1[S:35]([CH3:38])(=[O:36])=[O:37]. (6) The product is [Cl:19][CH2:18][CH2:17][CH2:16][C:15]([C:12]1[CH:11]=[CH:10][C:9]([C:6]([CH3:8])([CH3:7])[C:2]([OH:4])=[O:3])=[CH:14][CH:13]=1)=[O:20]. The catalyst is [Cl-].C([N+](CC)(CC)CC)C.CN(C)C=O.[Ag]. The reactants are [Mg].[C:2](=[O:4])=[O:3].Cl[C:6]([C:9]1[CH:14]=[CH:13][C:12]([C:15](=[O:20])[CH2:16][CH2:17][CH2:18][Cl:19])=[CH:11][CH:10]=1)([CH3:8])[CH3:7].Cl. The yield is 0.720. (7) The reactants are [H-].[Al+3].[Li+].[H-].[H-].[H-].[C:7]([C:10]1[CH:11]=[C:12]([C:32]2[C:33]([CH3:38])=[N:34][O:35][C:36]=2[CH3:37])[CH:13]=[C:14]2[C:22]=1[N:21]([CH2:23][CH:24]1[CH2:26][CH2:25]1)[C:20]1[CH:19]=[C:18]([C:27](OCC)=[O:28])[CH:17]=[CH:16][C:15]2=1)(=[O:9])[NH2:8]. The catalyst is C1COCC1. The product is [CH:24]1([CH2:23][N:21]2[C:22]3[C:10]([C:7]([NH2:8])=[O:9])=[CH:11][C:12]([C:32]4[C:33]([CH3:38])=[N:34][O:35][C:36]=4[CH3:37])=[CH:13][C:14]=3[C:15]3[C:20]2=[CH:19][C:18]([CH2:27][OH:28])=[CH:17][CH:16]=3)[CH2:26][CH2:25]1. The yield is 0.820.